Dataset: Forward reaction prediction with 1.9M reactions from USPTO patents (1976-2016). Task: Predict the product of the given reaction. (1) Given the reactants I(C1C=CC=CC=1C(O)=O)(=O)=O.[CH2:13]([N:20]1[C:24](=[O:25])[CH2:23][CH2:22][C@@H:21]1[C:26]([NH:28][CH:29]([CH:37]([OH:44])[C:38]([NH:40][O:41][CH2:42][CH3:43])=[O:39])[CH2:30][C:31]1[CH:36]=[CH:35][CH:34]=[CH:33][CH:32]=1)=[O:27])[C:14]1[CH:19]=[CH:18][CH:17]=[CH:16][CH:15]=1.C([O-])(O)=O.[Na+], predict the reaction product. The product is: [CH2:13]([N:20]1[C:24](=[O:25])[CH2:23][CH2:22][C@@H:21]1[C:26]([NH:28][CH:29]([C:37](=[O:44])[C:38]([NH:40][O:41][CH2:42][CH3:43])=[O:39])[CH2:30][C:31]1[CH:36]=[CH:35][CH:34]=[CH:33][CH:32]=1)=[O:27])[C:14]1[CH:15]=[CH:16][CH:17]=[CH:18][CH:19]=1. (2) Given the reactants [OH:1][C:2]1[CH:7]=[CH:6][C:5]([N:8]=[N:9][C:10]2[CH:15]=[CH:14][C:13]([N:16]=[N:17][C:18]3[CH:23]=[CH:22][CH:21]=[CH:20][CH:19]=3)=[CH:12][CH:11]=2)=[CH:4][C:3]=1[CH3:24].C1(P(C2C=CC=CC=2)C2C=CC=CC=2)C=CC=CC=1.O[CH2:45][CH2:46][CH2:47][CH2:48][O:49][C:50](=[O:53])[CH:51]=[CH2:52].N(C(OCC)=O)=NC(OCC)=O, predict the reaction product. The product is: [C:50]([O:49][CH2:48][CH2:47][CH2:46][CH2:45][O:1][C:2]1[CH:7]=[CH:6][C:5]([N:8]=[N:9][C:10]2[CH:15]=[CH:14][C:13]([N:16]=[N:17][C:18]3[CH:23]=[CH:22][CH:21]=[CH:20][CH:19]=3)=[CH:12][CH:11]=2)=[CH:4][C:3]=1[CH3:24])(=[O:53])[CH:51]=[CH2:52]. (3) Given the reactants [OH:1][C:2]1[CH:7]=[CH:6][C:5]([CH2:8][CH2:9][C:10]([OH:12])=[O:11])=[CH:4][CH:3]=1.[C:13](=O)([O-])O.[Na+], predict the reaction product. The product is: [OH:1][C:2]1[CH:3]=[CH:4][C:5]([CH2:8][CH2:9][C:10]([O:12][CH3:13])=[O:11])=[CH:6][CH:7]=1. (4) Given the reactants [C@@H:1]12[CH2:6][C@@H:5]1[CH2:4][CH2:3][C:2]2=O.[C:8]([O:15][CH2:16][CH3:17])(=[O:14])[C:9](OCC)=O.CC([O-])(C)C.[K+].[NH:24]([C:26]1[CH:31]=[C:30]([I:32])[CH:29]=[CH:28][N:27]=1)[NH2:25].Cl, predict the reaction product. The product is: [CH2:16]([O:15][C:8]([C:9]1[C:3]2[CH2:4][C@H:5]3[CH2:6][C@H:1]3[C:2]=2[N:24]([C:26]2[CH:31]=[C:30]([I:32])[CH:29]=[CH:28][N:27]=2)[N:25]=1)=[O:14])[CH3:17].